Dataset: Catalyst prediction with 721,799 reactions and 888 catalyst types from USPTO. Task: Predict which catalyst facilitates the given reaction. (1) Reactant: Cl[CH:2]1[C:7](=[O:8])[CH2:6][C:5]([CH2:14][CH2:15][C:16]2[CH:21]=[CH:20][C:19]([O:22][CH3:23])=[C:18]([Cl:24])[CH:17]=2)([CH:9]2[CH2:13][CH2:12][CH2:11][CH2:10]2)[O:4][C:3]1=[O:25].[CH3:26][C:27]1[CH:28]=[N:29][C:30]2[N:31]([N:33]=[C:34]([SH:36])[N:35]=2)[CH:32]=1. Product: [Cl:24][C:18]1[CH:17]=[C:16]([CH2:15][CH2:14][C:5]2([CH:9]3[CH2:13][CH2:12][CH2:11][CH2:10]3)[O:4][C:3](=[O:25])[C:2]([S:36][C:34]3[N:35]=[C:30]4[N:29]=[CH:28][C:27]([CH3:26])=[CH:32][N:31]4[N:33]=3)=[C:7]([OH:8])[CH2:6]2)[CH:21]=[CH:20][C:19]=1[O:22][CH3:23]. The catalyst class is: 6. (2) Reactant: [CH3:1][CH:2]([OH:8])/[CH:3]=[CH:4]/[CH:5]([OH:7])[CH3:6].[C:9]([Cl:20])(=[O:19])[C:10]1[CH:18]=[CH:17][CH:16]=[C:12]([C:13]([Cl:15])=[O:14])[CH:11]=1.N12CCN(CC1)CC2.[I-].[K+].C(O)(O)CCC. Product: [CH3:1][CH:2]([OH:8])/[CH:3]=[CH:4]/[CH:5]([OH:7])[CH3:6].[C:13]([Cl:15])(=[O:14])[C:12]1[CH:16]=[CH:17][CH:18]=[C:10]([C:9]([Cl:20])=[O:19])[CH:11]=1. The catalyst class is: 17. (3) Reactant: C([O:5][C:6]([CH:8]1[CH:12]([C:13]2[CH:18]=[CH:17][CH:16]=[C:15]([Cl:19])[C:14]=2[F:20])[C:11]([C:23]2[CH:28]=[CH:27][C:26]([Cl:29])=[CH:25][C:24]=2[F:30])([C:21]#[N:22])[CH:10]([CH2:31][C:32]([CH3:40])([C:34]2[O:35][C:36]([CH3:39])=[CH:37][CH:38]=2)[CH3:33])[NH:9]1)=[O:7])(C)(C)C.[F:41][C:42]([F:47])([F:46])[C:43]([OH:45])=[O:44]. Product: [F:41][C:42]([F:47])([F:46])[C:43]([OH:45])=[O:44].[Cl:19][C:15]1[C:14]([F:20])=[C:13]([CH:12]2[C:11]([C:23]3[CH:28]=[CH:27][C:26]([Cl:29])=[CH:25][C:24]=3[F:30])([C:21]#[N:22])[CH:10]([CH2:31][C:32]([CH3:33])([C:34]3[O:35][C:36]([CH3:39])=[CH:37][CH:38]=3)[CH3:40])[NH:9][CH:8]2[C:6]([OH:7])=[O:5])[CH:18]=[CH:17][CH:16]=1. The catalyst class is: 4. (4) Reactant: [C:1]([CH2:3][C:4]([N:6]1[CH2:10][CH2:9][CH2:8][C@@H:7]1[CH2:11][N:12]1[C:16]2[CH:17]=[CH:18][CH:19]=[CH:20][C:15]=2[N:14]=[C:13]1[NH:21][C:22]([C:24]1[S:25][C:26]([CH:29]([F:31])[F:30])=[CH:27][CH:28]=1)=[O:23])=[O:5])#[N:2].C(C(=[CH:38][C:39]([CH3:42])([CH3:41])[CH3:40])C(O)=O)#N.CN(C(ON1N=NC2C=CC=NC1=2)=[N+](C)C)C.F[P-](F)(F)(F)(F)F.C(N(CC)CC)C. Product: [C:1]([C:3](=[CH:38][C:39]([CH3:42])([CH3:41])[CH3:40])[C:4]([N:6]1[CH2:10][CH2:9][CH2:8][C@@H:7]1[CH2:11][N:12]1[C:16]2[CH:17]=[CH:18][CH:19]=[CH:20][C:15]=2[N:14]=[C:13]1[NH:21][C:22]([C:24]1[S:25][C:26]([CH:29]([F:30])[F:31])=[CH:27][CH:28]=1)=[O:23])=[O:5])#[N:2]. The catalyst class is: 18. (5) Reactant: [N:1]([CH2:4][C:5]1[O:9][N:8]=[C:7]([CH3:10])[C:6]=1[C:11]1[CH:16]=[CH:15][CH:14]=[CH:13][C:12]=1[C:17]([C:19]1[CH:24]=[CH:23][C:22]([Cl:25])=[CH:21][CH:20]=1)=O)=[N+]=[N-].CP(C)C. Product: [Cl:25][C:22]1[CH:23]=[CH:24][C:19]([C:17]2[C:12]3[CH:13]=[CH:14][CH:15]=[CH:16][C:11]=3[C:6]3[C:7]([CH3:10])=[N:8][O:9][C:5]=3[CH2:4][N:1]=2)=[CH:20][CH:21]=1. The catalyst class is: 11.